This data is from Forward reaction prediction with 1.9M reactions from USPTO patents (1976-2016). The task is: Predict the product of the given reaction. (1) Given the reactants [C:1]([C:4]1[S:8][C:7]([C:9]2[CH:10]=[C:11]([Cl:31])[C:12]3[O:16][CH:15]([CH2:17][NH:18][C:19](=[O:29])/[CH:20]=[CH:21]/[C:22]4[CH:23]=[N:24][C:25]([NH2:28])=[CH:26][CH:27]=4)[CH2:14][C:13]=3[CH:30]=2)=[CH:6][CH:5]=1)(=[O:3])[CH3:2].[C:32](Cl)(=[O:34])[CH3:33].C(N(CC)CC)C.O, predict the reaction product. The product is: [C:32]([NH:28][C:25]1[N:24]=[CH:23][C:22](/[CH:21]=[CH:20]/[C:19]([NH:18][CH2:17][CH:15]2[CH2:14][C:13]3[CH:30]=[C:9]([C:7]4[S:8][C:4]([C:1](=[O:3])[CH3:2])=[CH:5][CH:6]=4)[CH:10]=[C:11]([Cl:31])[C:12]=3[O:16]2)=[O:29])=[CH:27][CH:26]=1)(=[O:34])[CH3:33]. (2) Given the reactants [H-].[Na+].[F:3][C:4]1[CH:5]=[CH:6][C:7]([N+:11]([O-:13])=[O:12])=[C:8]([OH:10])[CH:9]=1.[CH3:14]I.O, predict the reaction product. The product is: [F:3][C:4]1[CH:5]=[CH:6][C:7]([N+:11]([O-:13])=[O:12])=[C:8]([O:10][CH3:14])[CH:9]=1.